This data is from Catalyst prediction with 721,799 reactions and 888 catalyst types from USPTO. The task is: Predict which catalyst facilitates the given reaction. (1) Reactant: Cl[C:2]1[C:11]2=[N:12][N:13](CC3C=CC(OC)=CC=3)[CH:14]=[C:10]2[C:9]2[CH:8]=[C:7]([O:24][CH3:25])[CH:6]=[CH:5][C:4]=2[N:3]=1.[CH3:26][S:27]([C:30]1[CH:31]=[C:32]([CH:34]=[CH:35][CH:36]=1)[NH2:33])(=[O:29])=[O:28].Cl. Product: [CH3:25][O:24][C:7]1[CH:6]=[CH:5][C:4]2[N:3]=[C:2]([NH:33][C:32]3[CH:34]=[CH:35][CH:36]=[C:30]([S:27]([CH3:26])(=[O:29])=[O:28])[CH:31]=3)[C:11]3=[N:12][NH:13][CH:14]=[C:10]3[C:9]=2[CH:8]=1. The catalyst class is: 71. (2) Reactant: [NH2:1][C:2]1[CH:3]=[C:4]([CH:19]=[CH:20][CH:21]=1)[CH2:5][C:6]1[C:11](=[O:12])[CH:10]=[CH:9][N:8]([C:13]2[CH:14]=[N:15][N:16]([CH3:18])[CH:17]=2)[N:7]=1.CCN(C(C)C)C(C)C.Cl[C:32]([O:34][CH2:35][CH3:36])=[O:33].C[OH:38]. Product: [CH2:35]([O:34][C:32](=[O:33])[NH:1][C:2]1[CH:21]=[CH:20][CH:19]=[C:4]([C:5]([C:6]2[C:11](=[O:12])[CH:10]=[CH:9][N:8]([C:13]3[CH:14]=[N:15][N:16]([CH3:18])[CH:17]=3)[N:7]=2)=[O:38])[CH:3]=1)[CH3:36]. The catalyst class is: 1.